From a dataset of Peptide-MHC class II binding affinity with 134,281 pairs from IEDB. Regression. Given a peptide amino acid sequence and an MHC pseudo amino acid sequence, predict their binding affinity value. This is MHC class II binding data. (1) The binding affinity (normalized) is 0.217. The peptide sequence is NLALSIKYNKEGDSM. The MHC is DRB4_0101 with pseudo-sequence DRB4_0103. (2) The peptide sequence is KVTAKGVSEANTCAA. The MHC is HLA-DPA10103-DPB10201 with pseudo-sequence HLA-DPA10103-DPB10201. The binding affinity (normalized) is 0.165.